Dataset: Catalyst prediction with 721,799 reactions and 888 catalyst types from USPTO. Task: Predict which catalyst facilitates the given reaction. (1) Reactant: Br[C:2]1[CH:3]=[C:4]2[C:10]([C:11]3[CH:12]=[N:13][N:14]([CH2:16][C:17]4[CH:22]=[C:21]([F:23])[CH:20]=[C:19]([F:24])[CH:18]=4)[CH:15]=3)=[CH:9][N:8]([S:25]([C:28]3[CH:34]=[CH:33][C:31]([CH3:32])=[CH:30][CH:29]=3)(=[O:27])=[O:26])[C:5]2=[N:6][CH:7]=1.FC1C=C(C=C(F)C=1)CN1C=C(C2C3C(=NC=C(C4C=CC(OC)=C(NS(C)(=O)=O)C=4)C=3)NC=2)C=N1.[F:71][C:72]1[CH:77]=[C:76](B2OC(C)(C)C(C)(C)O2)[CH:75]=[CH:74][C:73]=1[C:87]1[CH2:92][CH2:91][N:90]([C:93]([O:95][C:96]([CH3:99])([CH3:98])[CH3:97])=[O:94])[CH2:89][CH:88]=1.P([O-])([O-])([O-])=O.[K+].[K+].[K+].C1(P(C2CCCCC2)C2CCCCC2)CCCCC1. Product: [F:24][C:19]1[CH:18]=[C:17]([CH:22]=[C:21]([F:23])[CH:20]=1)[CH2:16][N:14]1[CH:15]=[C:11]([C:10]2[C:4]3[C:5](=[N:6][CH:7]=[C:2]([C:76]4[CH:75]=[CH:74][C:73]([C:87]5[CH2:92][CH2:91][N:90]([C:93]([O:95][C:96]([CH3:98])([CH3:97])[CH3:99])=[O:94])[CH2:89][CH:88]=5)=[C:72]([F:71])[CH:77]=4)[CH:3]=3)[N:8]([S:25]([C:28]3[CH:29]=[CH:30][C:31]([CH3:32])=[CH:33][CH:34]=3)(=[O:26])=[O:27])[CH:9]=2)[CH:12]=[N:13]1. The catalyst class is: 333. (2) Reactant: N#N.[C:3]1([P:9]([C:16]2[CH:21]=[CH:20][CH:19]=[CH:18][CH:17]=2)[C:10]2[CH:15]=[CH:14][CH:13]=[CH:12][CH:11]=2)[CH:8]=[CH:7][CH:6]=[CH:5][CH:4]=1.[F:22][B-:23]([F:26])([F:25])[F:24].[H+]. Product: [F:22][B-:23]([F:26])([F:25])[F:24].[C:16]1([PH+:9]([C:3]2[CH:4]=[CH:5][CH:6]=[CH:7][CH:8]=2)[C:10]2[CH:15]=[CH:14][CH:13]=[CH:12][CH:11]=2)[CH:17]=[CH:18][CH:19]=[CH:20][CH:21]=1. The catalyst class is: 24. (3) Reactant: [F:1][C:2]1[CH:3]=[C:4]([C:15]23[CH2:22][CH2:21][C:18]([CH2:23][CH2:24][O:25][CH2:26][C:27]([O:29][C:30]([CH3:33])([CH3:32])[CH3:31])=[O:28])([CH2:19][CH2:20]2)[CH2:17][O:16]3)[CH:5]=[C:6]([O:8]C2CCCCO2)[CH:7]=1.CC1C=CC(S([O-])(=O)=O)=CC=1.C1C=C[NH+]=CC=1. Product: [F:1][C:2]1[CH:3]=[C:4]([C:15]23[CH2:20][CH2:19][C:18]([CH2:23][CH2:24][O:25][CH2:26][C:27]([O:29][C:30]([CH3:33])([CH3:32])[CH3:31])=[O:28])([CH2:21][CH2:22]2)[CH2:17][O:16]3)[CH:5]=[C:6]([OH:8])[CH:7]=1. The catalyst class is: 5. (4) Reactant: C([Cu])#N.[CH2:4]1[O:8][CH:5]1[CH:6]=[CH2:7].[C:9]1([Mg]Br)[CH:14]=[CH:13][CH:12]=[CH:11][CH:10]=1. Product: [C:9]1([CH2:7]/[CH:6]=[CH:5]/[CH2:4][OH:8])[CH:14]=[CH:13][CH:12]=[CH:11][CH:10]=1. The catalyst class is: 365. (5) Reactant: [S:1]1[C:5]2[CH:6]=[CH:7][CH:8]=[CH:9][C:4]=2[CH:3]=[C:2]1[CH:10]([C:12]1[CH:17]=[C:16]([Br:18])[CH:15]=[CH:14][C:13]=1[F:19])[OH:11].N1C=CN=C1.[C:25]([Si:29]([CH3:32])([CH3:31])Cl)([CH3:28])([CH3:27])[CH3:26].[Cl-].[NH4+]. Product: [S:1]1[C:5]2[CH:6]=[CH:7][CH:8]=[CH:9][C:4]=2[CH:3]=[C:2]1[CH:10]([C:12]1[CH:17]=[C:16]([Br:18])[CH:15]=[CH:14][C:13]=1[F:19])[O:11][Si:29]([C:25]([CH3:28])([CH3:27])[CH3:26])([CH3:32])[CH3:31]. The catalyst class is: 468. (6) Reactant: [CH3:1][N:2]1[CH:6]=[C:5]([C:7]2[CH:12]=[CH:11][CH:10]=[CH:9][CH:8]=2)[N:4]=[CH:3]1.[CH2:13]([Br:20])[C:14]1[CH:19]=[CH:18][CH:17]=[CH:16][CH:15]=1. Product: [Br-:20].[CH2:13]([N:4]1[C:5]([C:7]2[CH:8]=[CH:9][CH:10]=[CH:11][CH:12]=2)=[CH:6][N+:2]([CH3:1])=[CH:3]1)[C:14]1[CH:19]=[CH:18][CH:17]=[CH:16][CH:15]=1. The catalyst class is: 11. (7) Reactant: [CH2:1]([O:3][C:4](=[O:13])[C:5]1[C:10]([Cl:11])=[CH:9][CH:8]=[C:7](Cl)[N:6]=1)[CH3:2].[Na+].[I-:15].C(Cl)(=O)C. Product: [Cl:11][C:10]1[C:5]([C:4]([O:3][CH2:1][CH3:2])=[O:13])=[N:6][C:7]([I:15])=[CH:8][CH:9]=1. The catalyst class is: 210. (8) Reactant: [Cl:1][C:2]1[CH:3]=[CH:4][C:5]2[N:9]=[C:8](I)[N:7]([CH3:11])[C:6]=2[CH:12]=1.C(=O)([O-])[O-].[Na+].[Na+].CC1(C)C(C)(C)OB([C:27]2[CH:28]=[N:29][CH:30]=[C:31]([CH:34]=2)[CH:32]=[O:33])O1. Product: [Cl:1][C:2]1[CH:3]=[CH:4][C:5]2[N:9]=[C:8]([C:27]3[CH:28]=[N:29][CH:30]=[C:31]([CH:34]=3)[CH:32]=[O:33])[N:7]([CH3:11])[C:6]=2[CH:12]=1. The catalyst class is: 455.